Task: Predict the product of the given reaction.. Dataset: Forward reaction prediction with 1.9M reactions from USPTO patents (1976-2016) (1) The product is: [CH3:28][C:25]1[CH:24]=[CH:23][C:22]([CH2:21][O:20][C:18]([N:15]2[CH2:16][CH2:17][CH:12]([CH2:11][NH:10][C:2]3[CH:7]=[CH:6][N:5]=[C:4]([S:8][CH3:9])[N:3]=3)[CH2:13][CH2:14]2)=[O:19])=[CH:27][CH:26]=1. Given the reactants Cl[C:2]1[CH:7]=[CH:6][N:5]=[C:4]([S:8][CH3:9])[N:3]=1.[NH2:10][CH2:11][CH:12]1[CH2:17][CH2:16][N:15]([C:18]([O:20][CH2:21][C:22]2[CH:27]=[CH:26][C:25]([CH3:28])=[CH:24][CH:23]=2)=[O:19])[CH2:14][CH2:13]1, predict the reaction product. (2) Given the reactants [CH:1]1([CH2:4][O:5][C:6]2[CH:7]=[CH:8][CH:9]=[C:10]3[C:15]=2[N:14]=[C:13]([CH3:16])[CH:12]=[CH:11]3)[CH2:3][CH2:2]1.[O:17]1CCOCC1, predict the reaction product. The product is: [CH:1]1([CH2:4][O:5][C:6]2[CH:7]=[CH:8][CH:9]=[C:10]3[C:15]=2[N:14]=[C:13]([CH:16]=[O:17])[CH:12]=[CH:11]3)[CH2:2][CH2:3]1. (3) Given the reactants O=S(Cl)Cl.O.O.[NH2:7][C@@H:8]([CH2:12][C:13]1[CH:18]=[C:17]([I:19])[C:16]([OH:20])=[C:15]([I:21])[CH:14]=1)[C:9]([OH:11])=[O:10].[CH3:22]CN(C(C)C)C(C)C.[CH3:31][C:32]([O:35][C:36](O[C:36]([O:35][C:32]([CH3:34])([CH3:33])[CH3:31])=[O:37])=[O:37])([CH3:34])[CH3:33], predict the reaction product. The product is: [C:32]([O:35][C:36]([NH:7][C@@H:8]([CH2:12][C:13]1[CH:14]=[C:15]([I:21])[C:16]([OH:20])=[C:17]([I:19])[CH:18]=1)[C:9]([O:11][CH3:22])=[O:10])=[O:37])([CH3:34])([CH3:33])[CH3:31]. (4) Given the reactants [CH2:1]([C:3]1[CH:8]=[CH:7][C:6]([CH:9]2[CH2:14][N:13]([C:15]([N:17]3[CH2:22][CH2:21][S:20][CH2:19][CH2:18]3)=[O:16])[CH2:12][CH:11]([C:23]([OH:25])=O)[CH2:10]2)=[CH:5][CH:4]=1)[CH3:2].O[N:27]=[C:28]([NH2:32])[CH2:29][CH2:30][OH:31], predict the reaction product. The product is: [CH2:1]([C:3]1[CH:8]=[CH:7][C:6]([CH:9]2[CH2:10][CH:11]([C:23]3[O:25][N:32]=[C:28]([CH2:29][CH2:30][OH:31])[N:27]=3)[CH2:12][N:13]([C:15]([N:17]3[CH2:18][CH2:19][S:20][CH2:21][CH2:22]3)=[O:16])[CH2:14]2)=[CH:5][CH:4]=1)[CH3:2].